Dataset: Catalyst prediction with 721,799 reactions and 888 catalyst types from USPTO. Task: Predict which catalyst facilitates the given reaction. (1) Reactant: [Cl:1][C:2]1[N:7]2[C:8]([CH2:15][CH:16]3[CH2:21][CH2:20][C:19]([F:23])([F:22])[CH2:18][CH2:17]3)=[C:9]([C:11]([F:14])([F:13])[F:12])[N:10]=[C:6]2[CH:5]=[C:4]([C:24]([OH:26])=O)[CH:3]=1.CCN=C=NCCCN(C)C.Cl.C1C=CC2N(O)N=NC=2C=1.O.[NH2:50][CH2:51][C:52]([CH3:55])([OH:54])[CH3:53]. Product: [Cl:1][C:2]1[N:7]2[C:8]([CH2:15][CH:16]3[CH2:17][CH2:18][C:19]([F:23])([F:22])[CH2:20][CH2:21]3)=[C:9]([C:11]([F:12])([F:13])[F:14])[N:10]=[C:6]2[CH:5]=[C:4]([C:24]([NH:50][CH2:51][C:52]([OH:54])([CH3:55])[CH3:53])=[O:26])[CH:3]=1. The catalyst class is: 9. (2) Reactant: [F:1][C:2]1[CH:7]=[CH:6][CH:5]=[C:4]([F:8])[C:3]=1[N:9]1[C:14]2=[N:15][C:16](S(C)(=O)=O)=[N:17][C:18]([C:19]3[CH:24]=[CH:23][C:22]([F:25])=[CH:21][C:20]=3[CH3:26])=[C:13]2[CH2:12][NH:11][C:10]1=[O:31].[CH3:32][CH2:33][O-:34].[Na+]. Product: [F:1][C:2]1[CH:7]=[CH:6][CH:5]=[C:4]([F:8])[C:3]=1[N:9]1[C:14]2=[N:15][C:16]([O:34][CH2:33][CH3:32])=[N:17][C:18]([C:19]3[CH:24]=[CH:23][C:22]([F:25])=[CH:21][C:20]=3[CH3:26])=[C:13]2[CH2:12][NH:11][C:10]1=[O:31]. The catalyst class is: 14.